Dataset: Reaction yield outcomes from USPTO patents with 853,638 reactions. Task: Predict the reaction yield, written as a fraction of the theoretical maximum amount of product (1.0 means a 100% yield; for example, 0.34 means a 34% yield). (1) The reactants are COC([C:5]1[CH2:10][C:9]([C:18]#[N:19])([C:11]2[CH:12]=[N:13][C:14]([F:17])=[CH:15][CH:16]=2)[CH2:8][CH2:7][C:6]=1[OH:20])=O.[Na+].[Cl-].O. The catalyst is CS(C)=O. The product is [F:17][C:14]1[N:13]=[CH:12][C:11]([C:9]2([C:18]#[N:19])[CH2:8][CH2:7][C:6](=[O:20])[CH2:5][CH2:10]2)=[CH:16][CH:15]=1. The yield is 0.500. (2) The yield is 0.320. The reactants are [H-].[Na+].[N:3]1[CH:8]=[CH:7][C:6]([C:9]2[N:13]3[CH2:14][CH2:15][CH2:16][NH:17][C:12]3=[N:11][N:10]=2)=[CH:5][CH:4]=1.[Cl:18][C:19]1[CH:20]=[C:21]([C:25]2[O:29][N:28]=[C:27]([CH2:30]Cl)[N:26]=2)[CH:22]=[CH:23][CH:24]=1. The product is [Cl:18][C:19]1[CH:20]=[C:21]([C:25]2[O:29][N:28]=[C:27]([CH2:30][N:17]3[CH2:16][CH2:15][CH2:14][N:13]4[C:9]([C:6]5[CH:7]=[CH:8][N:3]=[CH:4][CH:5]=5)=[N:10][N:11]=[C:12]34)[N:26]=2)[CH:22]=[CH:23][CH:24]=1. The catalyst is CN(C=O)C. (3) The reactants are [OH:1][CH:2]([C:8]1[CH:9]=[N:10][CH:11]=[C:12]([C:14]2[CH:15]=[C:16]3[C:22]([C:23]4[O:24][CH:25]=[CH:26][N:27]=4)=[CH:21][N:20](COCC[Si](C)(C)C)[C:17]3=[N:18][CH:19]=2)[CH:13]=1)[C:3]([N:5]([CH3:7])[CH3:6])=[O:4]. The catalyst is ClCCl.FC(F)(F)C([O-])=O. The product is [OH:1][CH:2]([C:8]1[CH:9]=[N:10][CH:11]=[C:12]([C:14]2[CH:15]=[C:16]3[C:22]([C:23]4[O:24][CH:25]=[CH:26][N:27]=4)=[CH:21][NH:20][C:17]3=[N:18][CH:19]=2)[CH:13]=1)[C:3]([N:5]([CH3:6])[CH3:7])=[O:4]. The yield is 0.310. (4) The reactants are [Br:1][C:2]1[CH:13]=[CH:12][C:5]([O:6][C:7]([CH3:11])([CH3:10])[CH:8]=[O:9])=[CH:4][CH:3]=1.[CH3:14][Mg]Br.[Cl-].[NH4+]. The catalyst is O1CCCC1. The product is [Br:1][C:2]1[CH:13]=[CH:12][C:5]([O:6][C:7]([CH3:10])([CH3:11])[CH:8]([OH:9])[CH3:14])=[CH:4][CH:3]=1. The yield is 0.700. (5) The reactants are Cl.CN(C)CCCN=C=NCC.[Br:13][C:14]1[CH:19]=[CH:18][C:17]([N:20]2[CH2:25][CH2:24][CH2:23][C@H:22]([NH:26][C:27](=[O:32])[CH2:28][C:29]([OH:31])=O)[CH2:21]2)=[C:16]([F:33])[CH:15]=1.[NH2:34][C@@H:35]1[CH2:40][CH2:39][C@H:38]([OH:41])[CH2:37][CH2:36]1.ON1C2C=CC=CC=2N=N1.C(N(CC)CC)C. The catalyst is C(Cl)Cl. The product is [Br:13][C:14]1[CH:19]=[CH:18][C:17]([N:20]2[CH2:25][CH2:24][CH2:23][C@H:22]([NH:26][C:27](=[O:32])[CH2:28][C:29]([NH:34][C@H:35]3[CH2:40][CH2:39][C@@H:38]([OH:41])[CH2:37][CH2:36]3)=[O:31])[CH2:21]2)=[C:16]([F:33])[CH:15]=1. The yield is 0.644. (6) The reactants are [F:1][C:2]1[CH:7]=[CH:6][CH:5]=[C:4]([CH3:8])[C:3]=1[N+:9]([O-:11])=[O:10].OS(O)(=O)=O.C1C(=O)N([Br:24])C(=O)C1. The catalyst is C(O)(C(F)(F)F)=O. The product is [Br:24][C:5]1[CH:6]=[CH:7][C:2]([F:1])=[C:3]([N+:9]([O-:11])=[O:10])[C:4]=1[CH3:8]. The yield is 0.670. (7) The reactants are Br[C:2]1[CH:7]=[CH:6][C:5]([Br:8])=[CH:4][CH:3]=1.[CH:9]1[C:21]2[NH:20][C:19]3[C:14](=[CH:15][CH:16]=[CH:17][CH:18]=3)[C:13]=2[CH:12]=[CH:11][CH:10]=1.C(=O)([O-])[O-].[K+].[K+].C1OCCOCCOCCOCCOCCOC1. The catalyst is [Cu]I.C1(C)C=CC=CC=1.CN1C(=O)N(C)CCC1. The product is [Br:8][C:5]1[CH:6]=[CH:7][C:2]([N:20]2[C:21]3[CH:9]=[CH:10][CH:11]=[CH:12][C:13]=3[C:14]3[C:19]2=[CH:18][CH:17]=[CH:16][CH:15]=3)=[CH:3][CH:4]=1. The yield is 0.350.